From a dataset of Reaction yield outcomes from USPTO patents with 853,638 reactions. Predict the reaction yield, written as a fraction of the theoretical maximum amount of product (1.0 means a 100% yield; for example, 0.34 means a 34% yield). (1) The reactants are Cl[C:2]1[C:3]2[CH2:11][O:10][CH2:9][C:4]=2[N:5]=[C:6]([CH3:8])[N:7]=1.[CH3:12][O:13][C:14]1[CH:15]=[C:16]([CH:18]=[C:19]([O:21][CH3:22])[CH:20]=1)[NH2:17]. The catalyst is Cl.C(O)(C)C. The product is [CH3:22][O:21][C:19]1[CH:18]=[C:16]([NH:17][C:2]2[C:3]3[CH2:11][O:10][CH2:9][C:4]=3[N:5]=[C:6]([CH3:8])[N:7]=2)[CH:15]=[C:14]([O:13][CH3:12])[CH:20]=1. The yield is 0.300. (2) The reactants are [CH3:1][O-].[Na+].[N:4]#[C:5][NH2:6].[N:7]([C:10]1[CH:11]=[C:12]([NH:16][S:17]([CH3:20])(=[O:19])=[O:18])[CH:13]=[CH:14][CH:15]=1)=[C:8]=[S:9].CI. The catalyst is CO. The product is [NH:4]([N:7]([CH2:8][S:9][CH3:1])[C:10]1[CH:11]=[C:12]([NH:16][S:17]([CH3:20])(=[O:19])=[O:18])[CH:13]=[CH:14][CH:15]=1)[C:5]#[N:6]. The yield is 0.570. (3) The reactants are Cl[C:2]1[N:7]2[N:8]=[C:9]([C:27]3[CH:32]=[CH:31][C:30]([F:33])=[CH:29][CH:28]=3)[C:10]([C:11]3[CH:16]=[C:15]([CH2:17][N:18]([CH3:20])[CH3:19])[N:14]=[C:13]([NH:21][CH:22]4[CH2:26][CH2:25][CH2:24][CH2:23]4)[N:12]=3)=[C:6]2[CH:5]=[CH:4][CH:3]=1. The catalyst is C1(N)CCCC1.C(OCC)(=O)C. The product is [CH:22]1([NH:21][C:2]2[N:7]3[N:8]=[C:9]([C:27]4[CH:32]=[CH:31][C:30]([F:33])=[CH:29][CH:28]=4)[C:10]([C:11]4[CH:16]=[C:15]([CH2:17][N:18]([CH3:20])[CH3:19])[N:14]=[C:13]([NH:21][CH:22]5[CH2:26][CH2:25][CH2:24][CH2:23]5)[N:12]=4)=[C:6]3[CH:5]=[CH:4][CH:3]=2)[CH2:26][CH2:25][CH2:24][CH2:23]1. The yield is 0.150. (4) The reactants are [N:1]([C:4]1[CH:5]=[CH:6][C:7]([CH3:10])=[N:8][CH:9]=1)=[C:2]=[O:3].C([O-])(O)=O.[Na+].[NH2:16][C:17]1[CH:18]=[C:19]([CH:35]=[CH:36][CH:37]=1)[CH2:20][CH2:21][N:22]1[CH2:27][CH2:26][N:25]([C:28]([O:30][C:31]([CH3:34])([CH3:33])[CH3:32])=[O:29])[CH2:24][CH2:23]1. The catalyst is CCOC(C)=O. The product is [CH3:10][C:7]1[N:8]=[CH:9][C:4]([NH:1][C:2](=[O:3])[NH:16][C:17]2[CH:18]=[C:19]([CH:35]=[CH:36][CH:37]=2)[CH2:20][CH2:21][N:22]2[CH2:23][CH2:24][N:25]([C:28]([O:30][C:31]([CH3:33])([CH3:34])[CH3:32])=[O:29])[CH2:26][CH2:27]2)=[CH:5][CH:6]=1. The yield is 0.630. (5) The reactants are [NH2:1][CH2:2][CH:3]([OH:11])[CH2:4][C:5]1[CH:10]=[CH:9][CH:8]=[CH:7][CH:6]=1.[CH3:12][C:13]([O:16][C:17](O[C:17]([O:16][C:13]([CH3:15])([CH3:14])[CH3:12])=[O:18])=[O:18])([CH3:15])[CH3:14]. The catalyst is C1COCC1. The product is [OH:11][CH:3]([CH2:4][C:5]1[CH:6]=[CH:7][CH:8]=[CH:9][CH:10]=1)[CH2:2][NH:1][C:17](=[O:18])[O:16][C:13]([CH3:15])([CH3:14])[CH3:12]. The yield is 0.910. (6) The reactants are [Cl-].O[NH3+:3].[C:4](=[O:7])([O-])[OH:5].[Na+].CS(C)=O.[CH:13]1([N:17]2[C:22](=[O:23])[C:21]([CH2:24][C:25]3[CH:30]=[CH:29][C:28]([C:31]4[C:32]([C:37]#[N:38])=[CH:33][CH:34]=[CH:35][CH:36]=4)=[CH:27][CH:26]=3)=[C:20]([CH2:39][CH2:40][CH3:41])[N:19]3[N:42]=[C:43]([CH3:45])[N:44]=[C:18]23)[CH2:16][CH2:15][CH2:14]1. The catalyst is C(OCC)(=O)C. The product is [CH:13]1([N:17]2[C:22](=[O:23])[C:21]([CH2:24][C:25]3[CH:26]=[CH:27][C:28]([C:31]4[CH:36]=[CH:35][CH:34]=[CH:33][C:32]=4[C:37]4[NH:3][C:4](=[O:7])[O:5][N:38]=4)=[CH:29][CH:30]=3)=[C:20]([CH2:39][CH2:40][CH3:41])[N:19]3[N:42]=[C:43]([CH3:45])[N:44]=[C:18]23)[CH2:16][CH2:15][CH2:14]1. The yield is 0.570. (7) The reactants are [C:1]([N:5]=[C:6]=[S:7])([CH3:4])([CH3:3])[CH3:2].[CH:8]1([NH2:13])[CH2:12][CH2:11][CH2:10][CH2:9]1.CCN(C(C)C)C(C)C. The catalyst is C(Cl)Cl.CCOC(C)=O. The product is [C:1]([NH:5][C:6]([NH:13][CH:8]1[CH2:12][CH2:11][CH2:10][CH2:9]1)=[S:7])([CH3:4])([CH3:3])[CH3:2]. The yield is 0.470.